Dataset: Catalyst prediction with 721,799 reactions and 888 catalyst types from USPTO. Task: Predict which catalyst facilitates the given reaction. Reactant: [CH2:1]([O:21][C:22]1[C:31]([O:32][CH2:33][CH2:34][CH2:35][CH2:36][CH2:37][CH2:38][CH2:39][CH2:40][CH2:41][CH2:42][CH2:43][CH2:44][CH2:45][CH2:46][CH2:47][CH2:48][CH2:49][CH2:50][CH2:51][CH3:52])=[CH:30][CH:29]=[CH:28][C:23]=1[C:24]([O:26]C)=[O:25])[CH2:2][CH2:3][CH2:4][CH2:5][CH2:6][CH2:7][CH2:8][CH2:9][CH2:10][CH2:11][CH2:12][CH2:13][CH2:14][CH2:15][CH2:16][CH2:17][CH2:18][CH2:19][CH3:20].[OH-].[K+].CCO.Cl. Product: [CH2:1]([O:21][C:22]1[C:31]([O:32][CH2:33][CH2:34][CH2:35][CH2:36][CH2:37][CH2:38][CH2:39][CH2:40][CH2:41][CH2:42][CH2:43][CH2:44][CH2:45][CH2:46][CH2:47][CH2:48][CH2:49][CH2:50][CH2:51][CH3:52])=[CH:30][CH:29]=[CH:28][C:23]=1[C:24]([OH:26])=[O:25])[CH2:2][CH2:3][CH2:4][CH2:5][CH2:6][CH2:7][CH2:8][CH2:9][CH2:10][CH2:11][CH2:12][CH2:13][CH2:14][CH2:15][CH2:16][CH2:17][CH2:18][CH2:19][CH3:20]. The catalyst class is: 6.